This data is from Experimentally validated miRNA-target interactions with 360,000+ pairs, plus equal number of negative samples. The task is: Binary Classification. Given a miRNA mature sequence and a target amino acid sequence, predict their likelihood of interaction. (1) The miRNA is hsa-miR-376c-5p with sequence GGUGGAUAUUCCUUCUAUGUU. The protein sequence of the target gene is MAWLRLQPLTSAFLHFGLVTFVLFLNCLRAEAGDSGDVPSAGQNNESCSGSSDCKEGVILPIWYPENPSLGDKIARVIVYFVALIYMFLGVSIIADRFMASIEVITSQEREVTIKKPNGETSTTTIRVWNETVSNLTLMALGSSAPEILLSLIEVCGHGFIAGDLGPSTIVGSAAFNMFIIIGICVYVIPDGETRKIKHLRVFFVTAAWSIFAYIWLYMILAVFSPGVVQVWEGLLTLFFFPVCVLLAWVADKRLLFYKYMHKKYRTDKHRGIIIETEGDHPKGIEMDGKMMNSHFLDGN.... Result: 0 (no interaction). (2) The miRNA is hsa-miR-4257 with sequence CCAGAGGUGGGGACUGAG. The protein sequence of the target gene is MQKYCIYQHFQFQLLIQHLWIAANCDIADERFDATFHTNVLVNSSGHCQYLPPGIFKSSCYIDVRWFPFDVQHCKLKFGSWSYGGWSLDLQMQEADISGYIPNGEWDLVGIPGKRSERFYECCKEPYPDVTFTVTMRRRTLYYGLNLLIPCVLISALALLVFLLPADSGEKISLGITVLLSLTVFMLLVAEIMPATSDSVPLIAQYFASTMIIVGLSVVVTVIVLQYHHHDPDGGKMPKWTRVILLNWCAWFLRMKRPGEDKVRPACQHKQRRCSLASVEMSAVAPPPASNGNLLYIGFR.... Result: 0 (no interaction). (3) The miRNA is dre-miR-10a-5p with sequence UACCCUGUAGAUCCGAAUUUGU. The protein sequence of the target gene is MFRGLSSWLGLQQPVAGGGQPNGDAPPEQPSETVAESAEEELQQAGDQELLHQAKDFGNYLFNFASAATKKITESVAETAQTIKKSVEEGKIDGIIDKTIIGDFQKEQKKFVEEQHTKKSEAAVPPWVDTNDEETIQQQILALSADKRNFLRDPPAGVQFNFDFDQMYPVALVMLQEDELLSKMRFALVPKLVKEEVFWRNYFYRVSLIKQSAQLTALAAQQQAAGKEEKSNGREQDLPLAEAVRPKTPPVVIKSQLKTQEDEEEISTSPGVSEFVSDAFDACNLNQEDLRKEMEQLVLD.... Result: 0 (no interaction). (4) The miRNA is hsa-miR-633 with sequence CUAAUAGUAUCUACCACAAUAAA. The protein sequence of the target gene is MTDDKDVLRDVWFGRIPTCFTLYQDEITEREAEPYYLLLPRVSYLTLVTDKVKKHFQKVMRQEDVSEIWFEYEGTPLKWHYPIGLLFDLLASSSALPWNITVHFKSFPEKDLLHCPSKDAVEAHFMSCMKEADALKHKSQVINEMQKKDHKQLWMGLQNDRFDQFWAINRKLMEYPPEENGFRYIPFRIYQTTTERPFIQKLFRPVAADGQLHTLGDLLREVCPSAVAPEDGEKRSQVMIHGIEPMLETPLQWLSEHLSYPDNFLHISIVPQPTD. Result: 0 (no interaction).